Predict the reaction yield, written as a fraction of the theoretical maximum amount of product (1.0 means a 100% yield; for example, 0.34 means a 34% yield). From a dataset of Reaction yield outcomes from USPTO patents with 853,638 reactions. (1) The catalyst is CN(C=O)C.C(#N)C. The product is [OH:1][C@H:2]([CH2:26][OH:27])[CH2:3][N:4]1[C:9](=[O:10])[C:8]2[C:11]([NH:17][C:18]3[CH:23]=[CH:22][C:21]([I:24])=[CH:20][C:19]=3[F:25])=[C:12]([F:29])[C:13](=[O:16])[N:14]([CH3:15])[C:7]=2[N:6]=[CH:5]1. The reactants are [OH:1][C@H:2]([CH2:26][OH:27])[CH2:3][N:4]1[C:9](=[O:10])[C:8]2[C:11]([NH:17][C:18]3[CH:23]=[CH:22][C:21]([I:24])=[CH:20][C:19]=3[F:25])=[CH:12][C:13](=[O:16])[N:14]([CH3:15])[C:7]=2[N:6]=[CH:5]1.[B-](F)(F)(F)[F:29].[B-](F)(F)(F)F.C1[N+]2(CCl)CC[N+](F)(CC2)C1. The yield is 0.250. (2) The reactants are [CH3:1][C:2]1[CH:11]=[CH:10][C:5]([C:6]([O:8]C)=[O:7])=[CH:4][C:3]=1[NH:12][C:13]([C:15]1[S:23][C:18]2=[N:19][CH:20]=[CH:21][N:22]=[C:17]2[CH:16]=1)=[O:14].Cl. The catalyst is C(O)C. The product is [CH3:1][C:2]1[CH:11]=[CH:10][C:5]([C:6]([OH:8])=[O:7])=[CH:4][C:3]=1[NH:12][C:13]([C:15]1[S:23][C:18]2=[N:19][CH:20]=[CH:21][N:22]=[C:17]2[CH:16]=1)=[O:14]. The yield is 0.670. (3) The reactants are Br[C:2]1[CH:3]=[CH:4][C:5]2[NH:6][C:7]3[C:12]([C:13]=2[CH:14]=1)=[CH:11][CH:10]=[CH:9][CH:8]=3.[C:15]1([N:21]2[C:33]3[CH:32]=[CH:31][C:30](B(O)O)=[CH:29][C:28]=3[C:27]3[C:22]2=[CH:23][CH:24]=[CH:25][CH:26]=3)[CH:20]=[CH:19][CH:18]=[CH:17][CH:16]=1.COCCOC.C(=O)([O-])[O-].[K+].[K+]. The catalyst is C1(C)C=CC=CC=1.C([O-])(=O)C.[Pd+2].C([O-])(=O)C.C1(C)C=CC=CC=1P(C1C=CC=CC=1C)C1C=CC=CC=1C. The product is [C:15]1([N:21]2[C:33]3[CH:32]=[CH:31][C:30]([C:2]4[CH:3]=[CH:4][C:5]5[NH:6][C:7]6[C:12]([C:13]=5[CH:14]=4)=[CH:11][CH:10]=[CH:9][CH:8]=6)=[CH:29][C:28]=3[C:27]3[C:22]2=[CH:23][CH:24]=[CH:25][CH:26]=3)[CH:20]=[CH:19][CH:18]=[CH:17][CH:16]=1. The yield is 0.800.